Dataset: Forward reaction prediction with 1.9M reactions from USPTO patents (1976-2016). Task: Predict the product of the given reaction. (1) Given the reactants [CH3:1][C:2]([CH3:26])([CH3:25])[C:3]([NH:5][C:6]1[CH:24]=[CH:23][C:9]2[N:10]([CH2:18][C:19]([F:22])([F:21])[F:20])[CH:11]([C:14]([F:17])([F:16])[F:15])[CH2:12][O:13][C:8]=2[CH:7]=1)=[O:4].C([Li])(C)(C)C.C([O:35][CH2:36][C:37]([F:40])([F:39])[F:38])(=O)C, predict the reaction product. The product is: [F:38][C:37]([F:40])([F:39])[C:36]([C:7]1[C:8]2[O:13][CH2:12][CH:11]([C:14]([F:17])([F:15])[F:16])[N:10]([CH2:18][C:19]([F:22])([F:21])[F:20])[C:9]=2[CH:23]=[CH:24][C:6]=1[NH:5][C:3](=[O:4])[C:2]([CH3:26])([CH3:25])[CH3:1])=[O:35]. (2) Given the reactants N[CH:2]([C:5]1([C:10]2[CH:15]=[CH:14][C:13]([F:16])=[CH:12][CH:11]=2)CC(O)[CH2:6]1)[CH2:3]C.ClC1C=C2C(C=C[N:24]=C2OC)=CC=1F.[Cl:31][C:32]1[CH:41]=[C:40]2[C:35]([CH:36]=[CH:37][N:38]=[C:39]2[O:42][CH3:43])=[CH:34][C:33]=1[O:44][CH:45]1[CH2:50]CC(C(N)(C2C=CC(OC)=CC=2)C)C[CH2:46]1, predict the reaction product. The product is: [Cl:31][C:32]1[CH:41]=[C:40]2[C:35]([CH:36]=[CH:37][N:38]=[C:39]2[O:42][CH3:43])=[CH:34][C:33]=1[O:44][CH:45]1[CH2:50][CH:6]([C:5]([NH2:24])([C:10]2[CH:15]=[CH:14][C:13]([F:16])=[CH:12][CH:11]=2)[CH2:2][CH3:3])[CH2:46]1.